This data is from Full USPTO retrosynthesis dataset with 1.9M reactions from patents (1976-2016). The task is: Predict the reactants needed to synthesize the given product. (1) Given the product [OH:1][C@@H:2]1[CH2:7][CH2:6][CH2:5][CH2:4][C@H:3]1[NH:8][C:9]([C:11]1[CH:16]=[N:15][C:14]([O:32][CH2:31][C:26]2[N:27]=[CH:28][CH:29]=[CH:30][N:25]=2)=[C:13]([C:18]2[CH:23]=[CH:22][C:21]([F:24])=[CH:20][CH:19]=2)[N:12]=1)=[O:10], predict the reactants needed to synthesize it. The reactants are: [OH:1][C@@H:2]1[CH2:7][CH2:6][CH2:5][CH2:4][C@H:3]1[NH:8][C:9]([C:11]1[CH:16]=[N:15][C:14](Br)=[C:13]([C:18]2[CH:23]=[CH:22][C:21]([F:24])=[CH:20][CH:19]=2)[N:12]=1)=[O:10].[N:25]1[CH:30]=[CH:29][CH:28]=[N:27][C:26]=1[CH2:31][OH:32]. (2) Given the product [Cl:17][C:12]1[CH:11]=[C:10]([C@@H:9]2[O:8][CH2:7][CH2:6][N:5]([C:18]([O:20][C:21]([CH3:24])([CH3:23])[CH3:22])=[O:19])[CH2:4][C@H:3]2[CH2:2][NH:1][C:35](=[O:36])[CH2:34][O:33][CH3:32])[CH:15]=[CH:14][C:13]=1[Cl:16], predict the reactants needed to synthesize it. The reactants are: [NH2:1][CH2:2][C@H:3]1[C@H:9]([C:10]2[CH:15]=[CH:14][C:13]([Cl:16])=[C:12]([Cl:17])[CH:11]=2)[O:8][CH2:7][CH2:6][N:5]([C:18]([O:20][C:21]([CH3:24])([CH3:23])[CH3:22])=[O:19])[CH2:4]1.C(N(CC)CC)C.[CH3:32][O:33][CH2:34][C:35](Cl)=[O:36]. (3) Given the product [CH:10]1([S:9][C:5]2[N:4]=[C:3]([CH2:2][O:30][C:26]3[C:25]([F:31])=[CH:24][C:23]([CH:21]4[CH2:22][CH:20]4[C:18]([OH:19])=[O:17])=[CH:28][C:27]=3[F:29])[CH:8]=[CH:7][CH:6]=2)[CH2:14][CH2:13][CH2:12][CH2:11]1, predict the reactants needed to synthesize it. The reactants are: Cl[CH2:2][C:3]1[CH:8]=[CH:7][CH:6]=[C:5]([S:9][CH:10]2[CH2:14][CH2:13][CH2:12][CH2:11]2)[N:4]=1.C([O:17][C:18]([CH:20]1[CH2:22][CH:21]1[C:23]1[CH:28]=[C:27]([F:29])[C:26]([OH:30])=[C:25]([F:31])[CH:24]=1)=[O:19])C. (4) The reactants are: [Cl:1][C:2]1[CH:7]=[CH:6][C:5]([C:8]2([C:12]3[C:21]4[C:16](=[CH:17][CH:18]=[C:19]([NH2:22])[CH:20]=4)[CH2:15][CH2:14][N:13]=3)[CH2:11][CH2:10][CH2:9]2)=[CH:4][CH:3]=1. Given the product [Cl:1][C:2]1[CH:3]=[CH:4][C:5]([C:8]2([C:12]3[C:21]4[C:16](=[CH:17][CH:18]=[C:19]([N:22]5[CH2:15][CH2:14][NH:13][CH2:12][CH2:8]5)[CH:20]=4)[CH2:15][CH2:14][N:13]=3)[CH2:11][CH2:10][CH2:9]2)=[CH:6][CH:7]=1, predict the reactants needed to synthesize it. (5) Given the product [ClH:48].[Cl:48][C:49]1[CH:54]=[CH:53][C:52]([S:55]([NH:3][CH2:4][CH2:5][C:6]2[CH:7]=[CH:8][C:9]([O:10][C:11]3[CH:12]=[CH:13][C:14]4[N:18]=[C:17]([CH2:19][O:20][C:21]5[CH:34]=[CH:33][C:24]([CH2:25][CH:26]6[S:30][C:29](=[O:31])[NH:28][C:27]6=[O:32])=[CH:23][CH:22]=5)[N:16]([CH3:35])[C:15]=4[CH:36]=3)=[CH:37][CH:38]=2)(=[O:57])=[O:56])=[CH:51][CH:50]=1, predict the reactants needed to synthesize it. The reactants are: Cl.Cl.[NH2:3][CH2:4][CH2:5][C:6]1[CH:38]=[CH:37][C:9]([O:10][C:11]2[CH:12]=[CH:13][C:14]3[N:18]=[C:17]([CH2:19][O:20][C:21]4[CH:34]=[CH:33][C:24]([CH2:25][CH:26]5[S:30][C:29](=[O:31])[NH:28][C:27]5=[O:32])=[CH:23][CH:22]=4)[N:16]([CH3:35])[C:15]=3[CH:36]=2)=[CH:8][CH:7]=1.C(N(CC)C(C)C)(C)C.[Cl:48][C:49]1[CH:54]=[CH:53][C:52]([S:55](Cl)(=[O:57])=[O:56])=[CH:51][CH:50]=1. (6) The reactants are: [CH3:1][C:2]([N+:15]([O-:17])=[O:16])([CH3:14])[CH2:3][C:4]1[N:8]2[CH:9]=[CH:10][CH:11]=[C:12]([OH:13])[C:7]2=[N:6][CH:5]=1.Cl[CH2:19][C:20]([O:22][C:23]([CH3:26])([CH3:25])[CH3:24])=[O:21].C(=O)([O-])[O-].[K+].[K+].[I-].[K+]. Given the product [CH3:14][C:2]([N+:15]([O-:17])=[O:16])([CH3:1])[CH2:3][C:4]1[N:8]2[CH:9]=[CH:10][CH:11]=[C:12]([O:13][CH2:19][C:20]([O:22][C:23]([CH3:26])([CH3:25])[CH3:24])=[O:21])[C:7]2=[N:6][CH:5]=1, predict the reactants needed to synthesize it.